The task is: Regression. Given a peptide amino acid sequence and an MHC pseudo amino acid sequence, predict their binding affinity value. This is MHC class I binding data.. This data is from Peptide-MHC class I binding affinity with 185,985 pairs from IEDB/IMGT. (1) The peptide sequence is AVHGYYIGY. The MHC is HLA-B57:01 with pseudo-sequence HLA-B57:01. The binding affinity (normalized) is 0.200. (2) The peptide sequence is CQTYKWETF. The MHC is HLA-B15:01 with pseudo-sequence HLA-B15:01. The binding affinity (normalized) is 0.149. (3) The peptide sequence is KEGKLQCRI. The MHC is HLA-A25:01 with pseudo-sequence HLA-A25:01. The binding affinity (normalized) is 0.0847.